Dataset: Reaction yield outcomes from USPTO patents with 853,638 reactions. Task: Predict the reaction yield, written as a fraction of the theoretical maximum amount of product (1.0 means a 100% yield; for example, 0.34 means a 34% yield). (1) The reactants are [CH3:1][O:2][C:3]1[CH:8]=[CH:7][C:6]([C:9]2[C:17]3[C:12](=[C:13]4[CH:20]=[CH:19][NH:18][C:14]4=[N:15][CH:16]=3)[N:11]([CH3:21])[N:10]=2)=[CH:5][CH:4]=1.C1C(=O)N([Br:29])C(=O)C1. The catalyst is CN(C=O)C. The product is [Br:29][C:20]1[C:13]2[C:14](=[N:15][CH:16]=[C:17]3[C:9]([C:6]4[CH:5]=[CH:4][C:3]([O:2][CH3:1])=[CH:8][CH:7]=4)=[N:10][N:11]([CH3:21])[C:12]3=2)[NH:18][CH:19]=1. The yield is 0.440. (2) The reactants are [F:1][C:2]([F:17])([F:16])[C:3]1[CH:8]=[CH:7][C:6]([C:9]2[CH:13]=[C:12]([CH:14]=O)[NH:11][N:10]=2)=[CH:5][CH:4]=1.[Br-].[CH2:19]([P+](C1C=CC=CC=1)(C1C=CC=CC=1)C1C=CC=CC=1)[C:20]1[CH:25]=[CH:24][CH:23]=[CH:22][CH:21]=1.C(=O)([O-])[O-].[K+].[K+].O. The catalyst is CN(C)C=O.O1CCCC1.C(O)C.[C].[Pd]. The product is [C:20]1([CH2:19][CH2:14][C:12]2[NH:11][N:10]=[C:9]([C:6]3[CH:7]=[CH:8][C:3]([C:2]([F:17])([F:16])[F:1])=[CH:4][CH:5]=3)[CH:13]=2)[CH:25]=[CH:24][CH:23]=[CH:22][CH:21]=1. The yield is 0.560. (3) The reactants are [N:1]12[CH2:8][CH2:7][C:4]([C:9]3[O:10][C:11]4[C:12](=[C:14]([C:18]([O:20]C)=[O:19])[CH:15]=[CH:16][CH:17]=4)[N:13]=3)([CH2:5][CH2:6]1)[CH2:3][CH2:2]2.O.[OH-].[Li+]. The catalyst is C1COCC1.O. The product is [N:1]12[CH2:2][CH2:3][C:4]([C:9]3[O:10][C:11]4[C:12](=[C:14]([C:18]([OH:20])=[O:19])[CH:15]=[CH:16][CH:17]=4)[N:13]=3)([CH2:7][CH2:8]1)[CH2:5][CH2:6]2. The yield is 1.08. (4) The reactants are [CH2:1]=[C:2]([CH3:4])[CH3:3].[C:5]([O:10][C:11]1[CH:16]=[CH:15][C:14]([OH:17])=[CH:13][CH:12]=1)(=[O:9])[C:6]([CH3:8])=[CH2:7].C1(C)C=CC=CC=1. The catalyst is CS(O)(=O)=O.O. The product is [C:5]([O:10][C:11]1[CH:12]=[CH:13][C:14]([O:17][C:2]([CH3:4])([CH3:3])[CH3:1])=[CH:15][CH:16]=1)(=[O:9])[C:6]([CH3:8])=[CH2:7]. The yield is 0.650. (5) The product is [CH3:23][O:22][C:19]1[CH:20]=[CH:21][C:16]([CH:12]2[CH2:13][CH2:14][CH2:15][N:10]([C:8]([C:6]3[CH:7]=[C:2]([NH:29][CH3:28])[N:3]=[N:4][CH:5]=3)=[O:9])[CH2:11]2)=[C:17]([C:24]([F:27])([F:26])[F:25])[CH:18]=1. The catalyst is CN1C(=O)CCC1.C(O)CCC. The yield is 0.510. The reactants are Cl[C:2]1[N:3]=[N:4][CH:5]=[C:6]([C:8]([N:10]2[CH2:15][CH2:14][CH2:13][CH:12]([C:16]3[CH:21]=[CH:20][C:19]([O:22][CH3:23])=[CH:18][C:17]=3[C:24]([F:27])([F:26])[F:25])[CH2:11]2)=[O:9])[CH:7]=1.[CH3:28][NH2:29]. (6) The reactants are [CH3:1][N:2]1[CH:7]2[CH2:8][CH2:9][CH2:10][CH:3]1[CH2:4][CH:5]([CH2:11][C:12]([C:21]1[CH:26]=[CH:25][CH:24]=[CH:23][C:22]=1[CH3:27])([C:14]1[CH:19]=[CH:18][CH:17]=[CH:16][C:15]=1[CH3:20])O)[CH2:6]2.Cl. The catalyst is C(Cl)Cl. The product is [CH3:27][C:22]1[CH:23]=[CH:24][CH:25]=[CH:26][C:21]=1[C:12]([C:14]1[CH:19]=[CH:18][CH:17]=[CH:16][C:15]=1[CH3:20])=[CH:11][CH:5]1[CH2:4][CH:3]2[N:2]([CH3:1])[CH:7]([CH2:8][CH2:9][CH2:10]2)[CH2:6]1. The yield is 0.890. (7) The reactants are [NH:1]1[CH2:5][CH2:4][NH:3][C:2]1=[O:6].[H-].[Na+].Br[CH2:10][C:11]1[CH:16]=[CH:15][CH:14]=[CH:13][CH:12]=1.O. The catalyst is CN(C=O)C. The product is [CH2:10]([N:1]1[CH2:5][CH2:4][NH:3][C:2]1=[O:6])[C:11]1[CH:16]=[CH:15][CH:14]=[CH:13][CH:12]=1. The yield is 0.160.